This data is from Catalyst prediction with 721,799 reactions and 888 catalyst types from USPTO. The task is: Predict which catalyst facilitates the given reaction. (1) Reactant: C(OC([NH:8][CH2:9][CH2:10][N:11]1[CH2:16][CH2:15][N:14]([C:17]2[CH:22]=[CH:21][C:20]([NH:23][C:24]3[N:29]=[CH:28][C:27]([CH2:30][C:31]([NH2:33])=[O:32])=[C:26]([NH:34][CH2:35][C:36]4[CH:41]=[C:40]([F:42])[CH:39]=[C:38]([F:43])[CH:37]=4)[CH:25]=3)=[CH:19][CH:18]=2)[CH2:13][CH2:12]1)=O)(C)(C)C.Cl.C(OCC)(=O)C. Product: [NH2:8][CH2:9][CH2:10][N:11]1[CH2:16][CH2:15][N:14]([C:17]2[CH:22]=[CH:21][C:20]([NH:23][C:24]3[N:29]=[CH:28][C:27]([CH2:30][C:31]([NH2:33])=[O:32])=[C:26]([NH:34][CH2:35][C:36]4[CH:41]=[C:40]([F:42])[CH:39]=[C:38]([F:43])[CH:37]=4)[CH:25]=3)=[CH:19][CH:18]=2)[CH2:13][CH2:12]1. The catalyst class is: 22. (2) Reactant: [F:1][C:2]1[CH:7]=[CH:6][C:5]([CH2:8][C@@H:9]2[CH2:14][CH2:13][CH2:12][N:11]([CH2:15][CH2:16][CH2:17][NH2:18])[CH2:10]2)=[CH:4][CH:3]=1.C1([O:25][C:26](=O)[NH:27][C:28]2[CH:33]=[CH:32][C:31]([C:34]3[N:38]([CH3:39])[N:37]=[N:36][N:35]=3)=[CH:30][CH:29]=2)C=CC=CC=1.Cl.C(OCC)C. Product: [F:1][C:2]1[CH:7]=[CH:6][C:5]([CH2:8][C@@H:9]2[CH2:14][CH2:13][CH2:12][N:11]([CH2:15][CH2:16][CH2:17][NH:18][C:26]([NH:27][C:28]3[CH:29]=[CH:30][C:31]([C:34]4[N:38]([CH3:39])[N:37]=[N:36][N:35]=4)=[CH:32][CH:33]=3)=[O:25])[CH2:10]2)=[CH:4][CH:3]=1. The catalyst class is: 291. (3) Reactant: C([C@@H]([O-])[C@@H](C(O)=O)[O-])(O)=O.[F:11][C:12]1[CH:17]=[CH:16][C:15]([NH:18][C@@H:19]([C:31]2[CH:36]=[CH:35][CH:34]=[CH:33][CH:32]=2)[C:20]([O:22][C@@H:23]2[CH:28]3[CH2:29][CH2:30][N:25]([CH2:26][CH2:27]3)[CH2:24]2)=[O:21])=[CH:14][CH:13]=1. Product: [F:11][C:12]1[CH:17]=[CH:16][C:15]([NH:18][C@@H:19]([C:31]2[CH:32]=[CH:33][CH:34]=[CH:35][CH:36]=2)[C:20]([O:22][C@@H:23]2[CH:28]3[CH2:29][CH2:30][N:25]([CH2:26][CH2:27]3)[CH2:24]2)=[O:21])=[CH:14][CH:13]=1. The catalyst class is: 25.